This data is from Catalyst prediction with 721,799 reactions and 888 catalyst types from USPTO. The task is: Predict which catalyst facilitates the given reaction. Reactant: [CH3:1][C:2]1[N:3]=[CH:4][C:5]([C:8](O)=[O:9])=[N:6][CH:7]=1.CCN=C=NCCCN(C)C.Cl.O. Product: [CH3:1][C:2]1[N:3]=[CH:4][C:5]([CH:8]=[O:9])=[N:6][CH:7]=1. The catalyst class is: 5.